This data is from Full USPTO retrosynthesis dataset with 1.9M reactions from patents (1976-2016). The task is: Predict the reactants needed to synthesize the given product. (1) Given the product [Cl:18][C:15]1[CH:16]=[CH:17][C:12]([C:10]2[C:9]3[C:4](=[CH:5][CH:6]=[CH:7][CH:8]=3)[C:3](=[O:19])[N:2]([NH:1][C:27](=[O:28])[CH2:26][C:24]3[S:25][C:21]([Cl:20])=[CH:22][CH:23]=3)[N:11]=2)=[CH:13][CH:14]=1, predict the reactants needed to synthesize it. The reactants are: [NH2:1][N:2]1[N:11]=[C:10]([C:12]2[CH:17]=[CH:16][C:15]([Cl:18])=[CH:14][CH:13]=2)[C:9]2[C:4](=[CH:5][CH:6]=[CH:7][CH:8]=2)[C:3]1=[O:19].[Cl:20][C:21]1[S:25][C:24]([CH2:26][C:27](O)=[O:28])=[CH:23][CH:22]=1. (2) Given the product [ClH:33].[F:32][C:2]([F:1])([F:31])[C:3]1[C:4](=[O:30])[NH:5][C:6](=[O:29])[N:7]([CH2:9][CH2:10][CH2:11][CH2:12][N:13]2[CH2:18][C@H:17]3[C@:15]([C:19]4[CH:24]=[CH:23][C:22]([C:25]([F:28])([F:27])[F:26])=[CH:21][CH:20]=4)([CH2:16]3)[CH2:14]2)[CH:8]=1, predict the reactants needed to synthesize it. The reactants are: [F:1][C:2]([F:32])([F:31])[C:3]1[C:4](=[O:30])[NH:5][C:6](=[O:29])[N:7]([CH2:9][CH2:10][CH2:11][CH2:12][N:13]2[CH2:18][C@H:17]3[C@:15]([C:19]4[CH:24]=[CH:23][C:22]([C:25]([F:28])([F:27])[F:26])=[CH:21][CH:20]=4)([CH2:16]3)[CH2:14]2)[CH:8]=1.[ClH:33]. (3) Given the product [Cl:1][C:2]1[CH:3]=[CH:4][C:5]([C:20]2[CH:25]=[CH:24][CH:23]=[CH:22][CH:21]=2)=[C:6]([CH:12]=1)[C:7]([O:9][CH2:10][CH3:11])=[O:8], predict the reactants needed to synthesize it. The reactants are: [Cl:1][C:2]1[CH:3]=[CH:4][C:5](I)=[C:6]([CH:12]=1)[C:7]([O:9][CH2:10][CH3:11])=[O:8].C(COC)OC.[C:20]1(B(O)O)[CH:25]=[CH:24][CH:23]=[CH:22][CH:21]=1.C([O-])([O-])=O.[K+].[K+]. (4) Given the product [CH2:13]([O:12][C:5]1[C:27]2[C:28](=[CH:29][CH:30]=[C:25]([CH:21]=[O:39])[CH:26]=2)[N:8]=[CH:7][N:6]=1)[CH3:14], predict the reactants needed to synthesize it. The reactants are: BrC1C=C2C(=CC=1)[N:8]=[CH:7][N:6]=[C:5]2[O:12][CH2:13][CH3:14].C1([CH:21]([C:25]2[CH:30]=[CH:29][CH:28]=[CH:27][CH:26]=2)CCP)C=CC=CC=1.C(N(CC)CC)C.[C]=[O:39].C([SiH](CCCCCC)CCCCCC)CCCCC.